Dataset: Reaction yield outcomes from USPTO patents with 853,638 reactions. Task: Predict the reaction yield, written as a fraction of the theoretical maximum amount of product (1.0 means a 100% yield; for example, 0.34 means a 34% yield). (1) The reactants are [F:1][C:2]([F:20])([F:19])[S:3]([O:6][C:7]1[CH:8]=[C:9]2[C:14](=[CH:15][CH:16]=1)[CH:13]=[C:12]([CH2:17][OH:18])[CH:11]=[CH:10]2)(=[O:5])=[O:4].C1C=C[NH+]=CC=1.[O-][Cr](Cl)(=O)=O. The catalyst is C(Cl)Cl. The product is [F:19][C:2]([F:1])([F:20])[S:3]([O:6][C:7]1[CH:8]=[C:9]2[C:14](=[CH:15][CH:16]=1)[CH:13]=[C:12]([CH:17]=[O:18])[CH:11]=[CH:10]2)(=[O:4])=[O:5]. The yield is 0.940. (2) The yield is 1.00. The catalyst is ClCCl. The reactants are [CH3:1][C@:2]12[C@@:19]3([CH3:20])[C@@H:10]([C@:11]4([CH3:33])[C@@H:16]([CH2:17][CH2:18]3)[C:15]([CH3:22])([CH3:21])[C:14]([C:23]3[CH:32]=[CH:31][C:26]([C:27]([O:29][CH3:30])=[O:28])=[CH:25][CH:24]=3)=[CH:13][CH2:12]4)[CH2:9][CH2:8][C@@H:7]1[C@H:6]1[C@H:34]([C:37]([CH3:39])=[CH2:38])[CH2:35][CH2:36][C@:5]1([NH:40][CH2:41][CH2:42][N:43]1[CH2:48][CH2:47][NH:46][CH2:45][CH2:44]1)[CH2:4][CH2:3]2.CCN(C(C)C)C(C)C.[CH:58]1([S:61](Cl)(=[O:63])=[O:62])[CH2:60][CH2:59]1. The product is [CH:58]1([S:61]([N:46]2[CH2:45][CH2:44][N:43]([CH2:42][CH2:41][NH:40][C@:5]34[CH2:36][CH2:35][C@@H:34]([C:37]([CH3:39])=[CH2:38])[C@@H:6]3[C@@H:7]3[C@@:2]([CH3:1])([CH2:3][CH2:4]4)[C@@:19]4([CH3:20])[C@@H:10]([C@:11]5([CH3:33])[C@@H:16]([CH2:17][CH2:18]4)[C:15]([CH3:21])([CH3:22])[C:14]([C:23]4[CH:32]=[CH:31][C:26]([C:27]([O:29][CH3:30])=[O:28])=[CH:25][CH:24]=4)=[CH:13][CH2:12]5)[CH2:9][CH2:8]3)[CH2:48][CH2:47]2)(=[O:63])=[O:62])[CH2:60][CH2:59]1. (3) The reactants are Br[C:2]1[S:6][C:5]([N:7]([CH:15]([CH3:17])[CH3:16])[C:8](=[O:14])[O:9][C:10]([CH3:13])([CH3:12])[CH3:11])=[N:4][CH:3]=1.C([Li])CCC.C(O[B:27]1[O:31][C:30]([CH3:33])([CH3:32])[C:29]([CH3:35])([CH3:34])[O:28]1)(C)C. The catalyst is C1COCC1. The product is [C:10]([O:9][C:8](=[O:14])[N:7]([CH:15]([CH3:17])[CH3:16])[C:5]1[S:6][C:2]([B:27]2[O:31][C:30]([CH3:33])([CH3:32])[C:29]([CH3:35])([CH3:34])[O:28]2)=[CH:3][N:4]=1)([CH3:13])([CH3:12])[CH3:11]. The yield is 0.480. (4) The reactants are I[C:2]1[CH:7]=[CH:6][N:5]=[C:4]([N:8]2[C:16]3[CH:15]4[CH2:17][CH:13]([CH2:14]4)[CH2:12][C:11]=3[C:10]([C:18]([NH2:20])=[O:19])=[N:9]2)[CH:3]=1.[C:21]([C@:23]1([OH:30])[CH2:27][CH2:26][N:25]([CH3:28])[C:24]1=[O:29])#[CH:22]. No catalyst specified. The product is [OH:30][C@@:23]1([C:21]#[C:22][C:2]2[CH:7]=[CH:6][N:5]=[C:4]([N:8]3[C:16]4[CH:15]5[CH2:17][CH:13]([CH2:14]5)[CH2:12][C:11]=4[C:10]([C:18]([NH2:20])=[O:19])=[N:9]3)[CH:3]=2)[CH2:27][CH2:26][N:25]([CH3:28])[C:24]1=[O:29]. The yield is 0.280.